Dataset: Full USPTO retrosynthesis dataset with 1.9M reactions from patents (1976-2016). Task: Predict the reactants needed to synthesize the given product. Given the product [Cl:20][C:6]1[CH:5]=[N:4][CH:3]=[C:2]([Cl:1])[C:7]=1[S:8][C:9]1[S:13][C:12]([C:14]([NH:21][CH2:22][C:23]([O:25][CH2:26][CH3:27])=[O:24])=[O:16])=[CH:11][C:10]=1[N+:17]([O-:19])=[O:18], predict the reactants needed to synthesize it. The reactants are: [Cl:1][C:2]1[CH:3]=[N:4][CH:5]=[C:6]([Cl:20])[C:7]=1[S:8][C:9]1[S:13][C:12]([C:14]([OH:16])=O)=[CH:11][C:10]=1[N+:17]([O-:19])=[O:18].[NH2:21][CH2:22][C:23]([O:25][CH2:26][CH3:27])=[O:24].